This data is from Full USPTO retrosynthesis dataset with 1.9M reactions from patents (1976-2016). The task is: Predict the reactants needed to synthesize the given product. (1) Given the product [O:36]=[C:33]1[NH:32][C:31]2[CH:37]=[C:27]([C:25]([NH:24][C@H:21]3[CH2:22][CH2:23][C@H:18]([CH2:17][O:14][C:13]([C:7]4[CH:8]=[N:9][C:10]5[C:5]([CH:6]=4)=[CH:4][C:3]([O:2][CH3:1])=[CH:12][CH:11]=5)=[O:15])[CH2:19][CH2:20]3)=[O:26])[CH:28]=[CH:29][C:30]=2[S:35][CH2:34]1, predict the reactants needed to synthesize it. The reactants are: [CH3:1][O:2][C:3]1[CH:4]=[C:5]2[C:10](=[CH:11][CH:12]=1)[N:9]=[CH:8][C:7]([C:13]([OH:15])=[O:14])=[CH:6]2.O[CH2:17][C@H:18]1[CH2:23][CH2:22][C@H:21]([NH:24][C:25]([C:27]2[CH:28]=[CH:29][C:30]3[S:35][CH2:34][C:33](=[O:36])[NH:32][C:31]=3[CH:37]=2)=[O:26])[CH2:20][CH2:19]1.Cl.CN(C)CCCN=C=NCC. (2) Given the product [ClH:29].[NH2:8][CH:9]([CH2:22][C:23]1[CH:24]=[CH:25][CH:26]=[CH:27][CH:28]=1)[CH2:10][O:11][CH2:12][C:13]1[CH:21]=[CH:20][CH:19]=[CH:18][C:14]=1[C:15]([OH:17])=[O:16], predict the reactants needed to synthesize it. The reactants are: C(OC([NH:8][CH:9]([CH2:22][C:23]1[CH:28]=[CH:27][CH:26]=[CH:25][CH:24]=1)[CH2:10][O:11][CH2:12][C:13]1[CH:21]=[CH:20][CH:19]=[CH:18][C:14]=1[C:15]([OH:17])=[O:16])=O)(C)(C)C.[ClH:29]. (3) Given the product [C:29]([N:6]([CH2:7][C@@H:8]1[O:12][C:11](=[O:13])[N:10]([C:14]2[CH:19]=[CH:18][C:17]([CH:20]3[CH2:25][CH2:24][S:23](=[O:27])(=[O:26])[CH2:22][CH2:21]3)=[C:16]([F:28])[CH:15]=2)[CH2:9]1)[C:5]([O:4][CH:2]([O:40][C:38]([CH:33]1[CH2:37][CH2:36][CH2:35][CH2:34]1)=[O:39])[CH3:3])=[O:32])(=[O:31])[CH3:30], predict the reactants needed to synthesize it. The reactants are: Cl[CH:2]([O:4][C:5](=[O:32])[N:6]([C:29](=[O:31])[CH3:30])[CH2:7][C@@H:8]1[O:12][C:11](=[O:13])[N:10]([C:14]2[CH:19]=[CH:18][C:17]([CH:20]3[CH2:25][CH2:24][S:23](=[O:27])(=[O:26])[CH2:22][CH2:21]3)=[C:16]([F:28])[CH:15]=2)[CH2:9]1)[CH3:3].[CH:33]1([C:38]([O-:40])=[O:39])[CH2:37][CH2:36][CH2:35][CH2:34]1.[Cs+].[I-].[Na+].O.